From a dataset of Reaction yield outcomes from USPTO patents with 853,638 reactions. Predict the reaction yield, written as a fraction of the theoretical maximum amount of product (1.0 means a 100% yield; for example, 0.34 means a 34% yield). (1) The yield is 0.970. The reactants are [F:1][C:2]([F:7])([F:6])[C:3]([OH:5])=[O:4].[Cl:8][C:9]1[CH:10]=[C:11]([C:19]2[S:23][C:22]([N:24]3[CH:39]=[C:27]4[CH2:28][N:29](C(OC(C)(C)C)=O)[CH2:30][CH2:31][C:26]4=[N:25]3)=[N:21][N:20]=2)[CH:12]=[CH:13][C:14]=1[O:15][CH:16]([CH3:18])[CH3:17]. The product is [F:1][C:2]([F:7])([F:6])[C:3]([OH:5])=[O:4].[Cl:8][C:9]1[CH:10]=[C:11]([C:19]2[S:23][C:22]([N:24]3[CH:39]=[C:27]4[CH2:28][NH:29][CH2:30][CH2:31][C:26]4=[N:25]3)=[N:21][N:20]=2)[CH:12]=[CH:13][C:14]=1[O:15][CH:16]([CH3:18])[CH3:17]. The catalyst is C(Cl)Cl. (2) The reactants are C(O[C:6]([N:8]1[CH2:13][CH2:12][N:11]([C:14]2[C:19]([NH:20][S:21]([CH3:24])(=[O:23])=[O:22])=[CH:18][CH:17]=[CH:16][C:15]=2[Cl:25])[CH2:10][CH2:9]1)=O)(C)(C)C.FC(F)(F)C(O)=O.[CH3:33][S:34]([N:37]1[CH2:42][CH2:41][C:40]2[N:43]([CH2:56][CH:57]3C[O:58]3)[N:44]=[C:45]([C:46]3[CH:51]=[CH:50][C:49]([C:52]([F:55])([F:54])[F:53])=[CH:48][CH:47]=3)[C:39]=2[CH2:38]1)(=[O:36])=[O:35]. The catalyst is C(Cl)Cl. The product is [Cl:25][C:15]1[C:14]([N:11]2[CH2:10][CH2:9][N:8]([CH2:6][CH:57]([OH:58])[CH2:56][N:43]3[C:40]4[CH2:41][CH2:42][N:37]([S:34]([CH3:33])(=[O:36])=[O:35])[CH2:38][C:39]=4[C:45]([C:46]4[CH:51]=[CH:50][C:49]([C:52]([F:54])([F:55])[F:53])=[CH:48][CH:47]=4)=[N:44]3)[CH2:13][CH2:12]2)=[C:19]([NH:20][S:21]([CH3:24])(=[O:22])=[O:23])[CH:18]=[CH:17][CH:16]=1. The yield is 0.200.